Task: Predict the reaction yield, written as a fraction of the theoretical maximum amount of product (1.0 means a 100% yield; for example, 0.34 means a 34% yield).. Dataset: Reaction yield outcomes from USPTO patents with 853,638 reactions (1) The reactants are [CH:1]([C:3]1[CH:4]=[CH:5][C:6]([N:11]2[CH:15]=[N:14][C:13]([N+:16]([O-:18])=[O:17])=[N:12]2)=[C:7]([CH:10]=1)[C:8]#[N:9])=O.[C:19]([O-])([O-])=O.[K+].[K+]. The catalyst is O1CCOCC1.[Br-].C[P+](C1C=CC=CC=1)(C1C=CC=CC=1)C1C=CC=CC=1. The product is [N+:16]([C:13]1[N:14]=[CH:15][N:11]([C:6]2[CH:5]=[CH:4][C:3]([CH:1]=[CH2:19])=[CH:10][C:7]=2[C:8]#[N:9])[N:12]=1)([O-:18])=[O:17]. The yield is 0.700. (2) The reactants are [CH2:1]([N:3]1[CH2:13][CH:12]2[CH2:14][CH:5]([C:6]3[C:11]2=[CH:10][C:9]([N+:15]([O-])=O)=[CH:8][CH:7]=3)[CH2:4]1)[CH3:2].[H][H]. The catalyst is CCO.[Pd]. The product is [CH2:1]([N:3]1[CH2:13][CH:12]2[CH2:14][CH:5]([C:6]3[C:11]2=[CH:10][C:9]([NH2:15])=[CH:8][CH:7]=3)[CH2:4]1)[CH3:2]. The yield is 0.980. (3) The catalyst is C(#N)C. The reactants are [NH2:1][C:2]1[C:10]2[C:9]([C:11]#[N:12])=[CH:8][CH:7]=[CH:6][C:5]=2[NH:4][N:3]=1.CC1(C)OC(=O)[CH:17]([C:21]([CH:23]2[CH2:28][CH2:27][N:26]([C:29]([O:31][C:32]([CH3:35])([CH3:34])[CH3:33])=[O:30])[CH2:25][CH2:24]2)=O)[C:16](=O)[O:15]1.P([O-])([O-])([O-])=O.[K+].[K+].[K+]. The product is [C:11]([C:9]1[C:10]2[C:5]([CH:6]=[CH:7][CH:8]=1)=[N:4][N:3]1[C:21]([CH:23]3[CH2:28][CH2:27][N:26]([C:29]([O:31][C:32]([CH3:35])([CH3:34])[CH3:33])=[O:30])[CH2:25][CH2:24]3)=[CH:17][C:16](=[O:15])[NH:1][C:2]=21)#[N:12]. The yield is 0.250. (4) The reactants are [CH3:1][O:2][C:3]1[S:7][C:6]([C:8]([OH:10])=[O:9])=[CH:5][CH:4]=1.OS(O)(=O)=O.[C:16]([O-])(O)=O.[Na+].[OH-].[Na+]. The catalyst is CO. The product is [CH3:1][O:2][C:3]1[S:7][C:6]([C:8]([O:10][CH3:16])=[O:9])=[CH:5][CH:4]=1. The yield is 0.560. (5) The yield is 0.380. The catalyst is C(O)CCC. The reactants are [NH2:1][C@H:2]([C:4]1[N:9]([C:10]2[CH:15]=[CH:14][CH:13]=[CH:12][CH:11]=2)[C:8](=[O:16])[C:7]2=[C:17]([CH3:20])[CH:18]=[CH:19][N:6]2[N:5]=1)[CH3:3].[Br:21][C:22]1[C:30]2[C:29](Cl)=[N:28][CH:27]=[N:26][C:25]=2[N:24]([CH2:32][O:33][CH2:34][CH2:35][Si:36]([CH3:39])([CH3:38])[CH3:37])[CH:23]=1.[F-].[Cs+].C(N(CC)C(C)C)(C)C. The product is [Br:21][C:22]1[C:30]2[C:29]([NH:1][C@H:2]([C:4]3[N:9]([C:10]4[CH:15]=[CH:14][CH:13]=[CH:12][CH:11]=4)[C:8](=[O:16])[C:7]4=[C:17]([CH3:20])[CH:18]=[CH:19][N:6]4[N:5]=3)[CH3:3])=[N:28][CH:27]=[N:26][C:25]=2[N:24]([CH2:32][O:33][CH2:34][CH2:35][Si:36]([CH3:39])([CH3:38])[CH3:37])[CH:23]=1. (6) The reactants are B.C1COCC1.[Br:7][C:8]1[CH:9]=[C:10]2[C:14](=[CH:15][CH:16]=1)[C:13](=O)[NH:12][C:11]2=O.C(OC(OC(C)(C)C)=O)(OC(C)(C)C)=O.[ClH:34].O1CCOCC1. The catalyst is C1COCC1.CO.CCN(CC)CC. The product is [ClH:34].[Br:7][C:8]1[CH:9]=[C:10]2[C:14](=[CH:15][CH:16]=1)[CH2:13][NH:12][CH2:11]2. The yield is 0.428. (7) The reactants are C([O:8][C@@H:9]1[C@H:14]2[NH:15][C:16](=[O:18])[O:17][C@H:13]2[CH2:12][C@H:11]([CH2:19][O:20]CC2C=CC=CC=2)[C@H:10]1[O:28]CC1C=CC=CC=1)C1C=CC=CC=1.B(Cl)(Cl)Cl.CO.C(Cl)Cl. The catalyst is C(Cl)Cl. The product is [OH:8][C@@H:9]1[C@H:14]2[NH:15][C:16](=[O:18])[O:17][C@H:13]2[CH2:12][C@H:11]([CH2:19][OH:20])[C@H:10]1[OH:28]. The yield is 0.950. (8) The reactants are C([O:8][C:9]1[CH:14]=[CH:13][C:12]([C@@H:15]([OH:34])[CH2:16][NH:17][C:18]([CH3:33])([CH3:32])[CH2:19][CH2:20][N:21]2[CH:25]=[C:24]([C:26]3[CH:31]=[CH:30][CH:29]=[CH:28][CH:27]=3)[N:23]=[CH:22]2)=[CH:11][C:10]=1[NH:35][S:36]([C:39]1[CH:44]=[CH:43][CH:42]=[CH:41][CH:40]=1)(=[O:38])=[O:37])C1C=CC=CC=1.[H][H]. The catalyst is C(O)C.[Pd]. The product is [CH3:33][C:18]([NH:17][CH2:16][C@@H:15]([C:12]1[CH:13]=[CH:14][C:9]([OH:8])=[C:10]([NH:35][S:36]([C:39]2[CH:40]=[CH:41][CH:42]=[CH:43][CH:44]=2)(=[O:38])=[O:37])[CH:11]=1)[OH:34])([CH3:32])[CH2:19][CH2:20][N:21]1[CH:25]=[C:24]([C:26]2[CH:31]=[CH:30][CH:29]=[CH:28][CH:27]=2)[N:23]=[CH:22]1. The yield is 0.750. (9) The reactants are [Cl:1][C:2]1[C:8]([C:9]([F:12])([F:11])[F:10])=[CH:7][C:5]([NH2:6])=[CH:4][CH:3]=1.[C:13](N1C=CN=C1)(N1C=CN=C1)=[O:14].[NH2:25][C:26]1[CH:41]=[CH:40][C:29]([O:30][C:31]2[CH:36]=[CH:35][N:34]=[C:33]([C:37]([NH2:39])=[O:38])[CH:32]=2)=[CH:28][CH:27]=1.CCOC(C)=O. The catalyst is ClC(Cl)C.C1COCC1. The product is [Cl:1][C:2]1[CH:3]=[CH:4][C:5]([NH:6][C:13]([NH:25][C:26]2[CH:41]=[CH:40][C:29]([O:30][C:31]3[CH:36]=[CH:35][N:34]=[C:33]([C:37](=[O:38])[NH2:39])[CH:32]=3)=[CH:28][CH:27]=2)=[O:14])=[CH:7][C:8]=1[C:9]([F:10])([F:11])[F:12]. The yield is 0.820.